From a dataset of Forward reaction prediction with 1.9M reactions from USPTO patents (1976-2016). Predict the product of the given reaction. (1) Given the reactants [CH3:1][C:2]1[CH:7]=[CH:6][C:5]([S:8][C:9]2[CH:14]=[CH:13][C:12]([OH:15])=[CH:11][CH:10]=2)=[C:4]([NH:16][C:17]2[C:26]3[C:21](=[N:22][C:23]([CH2:27][CH2:28][CH3:29])=[CH:24][CH:25]=3)[N:20]=[CH:19][CH:18]=2)[CH:3]=1.[CH3:30][S:31](Cl)(=[O:33])=[O:32].C(N(CC)C(C)C)(C)C, predict the reaction product. The product is: [CH3:1][C:2]1[CH:7]=[CH:6][C:5]([S:8][C:9]2[CH:10]=[CH:11][C:12]([O:15][S:31]([CH3:30])(=[O:33])=[O:32])=[CH:13][CH:14]=2)=[C:4]([NH:16][C:17]2[C:26]3[C:21](=[N:22][C:23]([CH2:27][CH2:28][CH3:29])=[CH:24][CH:25]=3)[N:20]=[CH:19][CH:18]=2)[CH:3]=1. (2) Given the reactants [Cl:1][C:2]1[CH:28]=[CH:27][C:5]([C:6]([C:8]2[CH:9]=[C:10]3[C:15](=[CH:16][CH:17]=2)[N:14]([CH3:18])[C:13](=[O:19])[CH:12]=[C:11]3[C:20]2[CH:25]=[CH:24][CH:23]=[C:22](I)[CH:21]=2)=[O:7])=[CH:4][CH:3]=1.CN(C)C=O.[CH3:34][Si:35]([C:38]#[CH:39])([CH3:37])[CH3:36].[Al], predict the reaction product. The product is: [Cl:1][C:2]1[CH:28]=[CH:27][C:5]([C:6]([C:8]2[CH:9]=[C:10]3[C:15](=[CH:16][CH:17]=2)[N:14]([CH3:18])[C:13](=[O:19])[CH:12]=[C:11]3[C:20]2[CH:25]=[CH:24][CH:23]=[C:22]([C:39]#[C:38][Si:35]([CH3:37])([CH3:36])[CH3:34])[CH:21]=2)=[O:7])=[CH:4][CH:3]=1.